From a dataset of Experimentally validated miRNA-target interactions with 360,000+ pairs, plus equal number of negative samples. Binary Classification. Given a miRNA mature sequence and a target amino acid sequence, predict their likelihood of interaction. (1) The miRNA is cgr-miR-29b-3p with sequence UAGCACCAUUUGAAAUCAGUGUU. The protein sequence of the target gene is MEERKQETTNQAHVLFDRFVQATTCKGTLRAFQELCDHLELKPKDYRSFYHKLKSKLNYWKAKALWAKLDKRGSHKDYKKGKACTNTKCLIIGAGPCGLRTAIDLSLLGAKVVVIEKRDAFSRNNVLHLWPFTIHDLRGLGAKKFYGKFCAGAIDHISIRQLQLILLKVALILGIEIHVNVEFQGLVQPPEDQENERIGWRALVHPKTHPVSEYEFEVIIGGDGRRNTLEGFRRKEFRGKLAIAITANFINRNTTAEAKVEEISGVAFIFNQKFFQELREATGIDLENIVYYKDDTHYFV.... Result: 0 (no interaction). (2) The miRNA is hsa-miR-569 with sequence AGUUAAUGAAUCCUGGAAAGU. The protein sequence of the target gene is MSAQAQMRALLDQLMGTARDGDETRQRVKFTDDRVCKSHLLDCCPHDILAGTRMDLGECTKIHDLALRADYEIASKERDLFFELDAMDHLESFIAECDRRTELAKKRLAETQEEISAEVSAKAEKVHELNEEIGKLLAKAEQLGAEGNVDESQKILMEVEKVRAKKKEAEEEYRNSMPASSFQQQKLRVCEVCSAYLGLHDNDRRLADHFGGKLHLGFIQIREKLDQLRKTVAEKQEKRNQDRLRRREEREREERLSRRSGSRTRDRRRSRSRDRRRRRSRSTSRERRKLSRSRSRDRHR.... Result: 0 (no interaction). (3) The miRNA is hsa-miR-561-3p with sequence CAAAGUUUAAGAUCCUUGAAGU. The protein sequence of the target gene is MPGKPKHLGVPNGRMVLAVSDGELSSTTGPQGQGEGRGSSLSIHSLPSGPSSPFPTEEQPVASWALSFERLLQDPLGLAYFTEFLKKEFSAENVTFWKACERFQQIPASDTQQLAQEARNIYQEFLSSQALSPVNIDRQAWLGEEVLAEPRPDMFRAQQLQIFNLMKFDSYARFVKSPLYRECLLAEAEGRPLREPGSSRLGSPDATRKKPKLKPGKSLPLGVEELGQLPPVEGPGGRPLRKSFRRELGGTANAALRRESQGSLNSSASLDLGFLAFVSSKSESHRKSLGSTEGESESRP.... Result: 0 (no interaction). (4) The miRNA is hsa-miR-1304-5p with sequence UUUGAGGCUACAGUGAGAUGUG. The protein sequence of the target gene is MDDYSLDEFRRRWQEELAQAQAPKKRRRPEAAERRARRPEVGSGRGEQASGDPALAQRLLEGAGRPPAARATRAEGQDVASRSRSPLAREGAGGGEQLVDQLIRDLNEMNDVPFFDIQLPYELAINIFQYLDRKELGRCAQVSKTWKVIAEDEVLWYRLCQQEGHLPDSSISDYSCWKLIFQECRAKEHMLRTNWKNRKGAVSELEHVPDTVLCDVHSHDGVVIAGYTSGDVRVWDTRTWDYVAPFLESEDEEDEPGMQPNVSFVRINSSLAVAAYEDGFLNIWDLRTGKYPVHRFEHDA.... Result: 1 (interaction). (5) Result: 1 (interaction). The protein sequence of the target gene is MLFWHTQPEHYNQHNSGSYLRDVLALPIFKQEEPQLSPENEARLPPLQYVLCAATSPAVKLHEETLTYLNQGQSYEIRLLENRKLGDFQDLNTKYVKSIIRVVFHDRRLQYTEHQQLEGWRWSRPGDRILDIDIPLSVGILDPRASPTQLNAVEFLWDPAKRASAFIQVHCISTEFTPRKHGGEKGVPFRVQIDTFKQNENGEYTEHLHSASCQIKVFKPKGADRKQKTDREKMEKRTAQEKEKYQPSYETTILTECSPWPDVAYQVNSAPSPSYNGSPNSFGLGEGNASPTHPVEALPV.... The miRNA is hsa-miR-4468 with sequence AGAGCAGAAGGAUGAGAU. (6) The miRNA is hsa-miR-3936 with sequence UAAGGGGUGUAUGGCAGAUGCA. The protein sequence of the target gene is MFRDPTAGWLTPPSPLSLLVMLLLLSRVGALRPDELFPYGESWGDQLLPEGDDESSAAVKLAIPLRFYDAQFSSLYVGTNGIISTQDFPRETQYVDDDFPTDFPAIAPFLADIDTSHSRGRILYREDTSGAVLSLAARYVRTGFPLSGSSFTPTHAFLATWEHVGAYEEVSRGAAPSGELNTFQAVLASDESDTYALFLYPANGLQFFGTRPKESYNVQLQLPARVGFCRGEADDLKREALYFSLTNTEQSVKNLYQLSNLGIPGVWAFHIGSRFALDNVRPATVGGDPSTARSSALEHP.... Result: 0 (no interaction).